This data is from Forward reaction prediction with 1.9M reactions from USPTO patents (1976-2016). The task is: Predict the product of the given reaction. (1) Given the reactants B(O)O.C([O-])([O-])=O.[Cs+].[Cs+].[OH-].[Li+].CN(C([O:19][N:20]1[N:28]=[N:27][C:22]2[CH:23]=[CH:24][CH:25]=N[C:21]1=2)=[N+](C)C)C.F[P-](F)(F)(F)(F)F.[CH3:36][CH2:37][N:38]([CH:42]([CH3:44])[CH3:43])[CH:39]([CH3:41])[CH3:40].CCN=C=NCCCN(C)C, predict the reaction product. The product is: [CH:24]1[CH:25]=[CH:36][C:21]2[N:20]([OH:19])[N:28]=[N:27][C:22]=2[CH:23]=1.[CH3:36][CH2:37][N:38]([CH:42]([CH3:44])[CH3:43])[CH:39]([CH3:41])[CH3:40]. (2) Given the reactants [Cl:1][C:2]1[CH:24]=[CH:23][C:5]([CH2:6][N:7]2[C:16](=[O:17])[C:15]3[C:10](=[N:11][C:12]4[CH2:21][CH2:20][CH2:19][CH2:18][C:13]=4[N:14]=3)[NH:9][C:8]2=[O:22])=[CH:4][CH:3]=1.C([O-])([O-])=O.[K+].[K+].[CH2:31](I)[CH2:32][CH3:33], predict the reaction product. The product is: [Cl:1][C:2]1[CH:24]=[CH:23][C:5]([CH2:6][N:7]2[C:16](=[O:17])[C:15]3[C:10](=[N:11][C:12]4[CH2:21][CH2:20][CH2:19][CH2:18][C:13]=4[N:14]=3)[N:9]([CH2:31][CH2:32][CH3:33])[C:8]2=[O:22])=[CH:4][CH:3]=1. (3) The product is: [Cl:4][C:5]1[CH:6]=[C:7]2[C:11](=[CH:12][CH:13]=1)[NH:10][C:9]([S:14]([N:17]1[CH2:22][CH2:21][N:20]([C:23](=[N:38][NH2:39])[C:25]3[N:30]=[CH:29][C:28]([C:31]4[CH:36]=[CH:35][N:34]=[CH:33][CH:32]=4)=[CH:27][N:26]=3)[CH2:19][CH2:18]1)(=[O:16])=[O:15])=[CH:8]2. Given the reactants C(O)C.[Cl:4][C:5]1[CH:6]=[C:7]2[C:11](=[CH:12][CH:13]=1)[NH:10][C:9]([S:14]([N:17]1[CH2:22][CH2:21][N:20]([C:23]([C:25]3[N:30]=[CH:29][C:28]([C:31]4[CH:36]=[CH:35][N:34]=[CH:33][CH:32]=4)=[CH:27][N:26]=3)=S)[CH2:19][CH2:18]1)(=[O:16])=[O:15])=[CH:8]2.O.[NH2:38][NH2:39], predict the reaction product. (4) Given the reactants C([O:8][C:9]1[CH:18]=[C:17]2[C:12]([C:13]([O:19][C:20]3[CH:25]=[CH:24][C:23]([NH:26][C:27]([NH:29][CH2:30][CH3:31])=[O:28])=[C:22]([CH3:32])[CH:21]=3)=[CH:14][CH:15]=[N:16]2)=[CH:11][C:10]=1[C:33]#[N:34])C1C=CC=CC=1, predict the reaction product. The product is: [C:33]([C:10]1[CH:11]=[C:12]2[C:17](=[CH:18][C:9]=1[OH:8])[N:16]=[CH:15][CH:14]=[C:13]2[O:19][C:20]1[CH:25]=[CH:24][C:23]([NH:26][C:27]([NH:29][CH2:30][CH3:31])=[O:28])=[C:22]([CH3:32])[CH:21]=1)#[N:34]. (5) Given the reactants Br[C:2]1[CH:3]=[N:4][C:5]2[C:10]([CH:11]=1)=[CH:9][CH:8]=[C:7]([F:12])[CH:6]=2.[C:13]([O-])([O-])=O.[K+].[K+].CB1OB(C)OB(C)O1, predict the reaction product. The product is: [F:12][C:7]1[CH:6]=[C:5]2[C:10]([CH:11]=[C:2]([CH3:13])[CH:3]=[N:4]2)=[CH:9][CH:8]=1. (6) Given the reactants [CH:1]1[CH:2]=[C:3]([N:9]2[CH2:14][CH2:13][N:12]([CH2:15][CH2:16][CH2:17][CH2:18][O:19][C:20]3[CH:21]=[CH:22][C:23]4[CH2:30][CH2:29][C:27](=[O:28])[NH:26][C:24]=4[CH:25]=3)[CH2:11][CH2:10]2)[C:4]([Cl:8])=[C:5]([Cl:7])[CH:6]=1.[C:31]([OH:40])(=[O:39])[C:32]1[C:33](=[CH:35][CH:36]=[CH:37][CH:38]=1)[OH:34].C(O)C.CS(C)=O, predict the reaction product. The product is: [CH:1]1[CH:2]=[C:3]([N:9]2[CH2:14][CH2:13][N:12]([CH2:15][CH2:16][CH2:17][CH2:18][O:19][C:20]3[CH:21]=[CH:22][C:23]4[CH2:30][CH2:29][C:27](=[O:28])[NH:26][C:24]=4[CH:25]=3)[CH2:11][CH2:10]2)[C:4]([Cl:8])=[C:5]([Cl:7])[CH:6]=1.[C:31]([OH:40])(=[O:39])[C:32]1[C:33](=[CH:35][CH:36]=[CH:37][CH:38]=1)[OH:34]. (7) Given the reactants Cl.Cl.[NH2:3][C:4]1[CH:5]=[C:6]([CH3:35])[C:7]([O:10][C:11]2[CH:16]=[C:15]([O:17][CH2:18][CH2:19][O:20][CH3:21])[CH:14]=[CH:13][C:12]=2/[CH:22]=[CH:23]/[C:24]([NH:26][S:27]([CH2:30][CH2:31][CH2:32][CH2:33][CH3:34])(=[O:29])=[O:28])=[O:25])=[N:8][CH:9]=1.[CH3:36][S:37](Cl)(=[O:39])=[O:38], predict the reaction product. The product is: [CH3:36][S:37]([N:3]([S:27]([CH3:30])(=[O:29])=[O:28])[C:4]1[CH:5]=[C:6]([CH3:35])[C:7]([O:10][C:11]2[CH:16]=[C:15]([O:17][CH2:18][CH2:19][O:20][CH3:21])[CH:14]=[CH:13][C:12]=2/[CH:22]=[CH:23]/[C:24]([NH:26][S:27]([CH2:30][CH2:31][CH2:32][CH2:33][CH3:34])(=[O:29])=[O:28])=[O:25])=[N:8][CH:9]=1)(=[O:39])=[O:38]. (8) Given the reactants [I:1][C:2]1[N:3]=[CH:4][N:5]([CH2:7][CH2:8][C:9]([NH2:12])([CH3:11])[CH3:10])[CH:6]=1.[CH2:13]([O:20][C:21]1[CH:26]=[CH:25][C:24]([CH:27]([OH:33])[CH:28](OCC)O)=[CH:23][C:22]=1[NH:34][S:35]([C:38]1[CH:43]=[CH:42][CH:41]=[CH:40][CH:39]=1)(=[O:37])=[O:36])[C:14]1[CH:19]=[CH:18][CH:17]=[CH:16][CH:15]=1.[BH4-].[Na+].C(O)(=O)C, predict the reaction product. The product is: [CH2:13]([O:20][C:21]1[CH:26]=[CH:25][C:24]([CH:27]([OH:33])[CH2:28][NH:12][C:9]([CH3:10])([CH3:11])[CH2:8][CH2:7][N:5]2[CH:6]=[C:2]([I:1])[N:3]=[CH:4]2)=[CH:23][C:22]=1[NH:34][S:35]([C:38]1[CH:43]=[CH:42][CH:41]=[CH:40][CH:39]=1)(=[O:36])=[O:37])[C:14]1[CH:15]=[CH:16][CH:17]=[CH:18][CH:19]=1. (9) Given the reactants C([O:8][C:9](=[O:40])[C@@H:10]([N:14]([C:33](=[O:39])[CH2:34][CH2:35][C:36](=[O:38])[CH3:37])[CH2:15][C:16]1[CH:21]=[CH:20][C:19]([C:22]2[CH:27]=[CH:26][CH:25]=[CH:24][C:23]=2[C:28]2[NH:32][N:31]=[N:30][N:29]=2)=[CH:18][CH:17]=1)[CH:11]([CH3:13])[CH3:12])C1C=CC=CC=1, predict the reaction product. The product is: [CH3:12][CH:11]([CH3:13])[C@H:10]([N:14]([C:33](=[O:39])[CH2:34][CH2:35][C:36](=[O:38])[CH3:37])[CH2:15][C:16]1[CH:17]=[CH:18][C:19]([C:22]2[CH:27]=[CH:26][CH:25]=[CH:24][C:23]=2[C:28]2[NH:32][N:31]=[N:30][N:29]=2)=[CH:20][CH:21]=1)[C:9]([OH:40])=[O:8].